This data is from Forward reaction prediction with 1.9M reactions from USPTO patents (1976-2016). The task is: Predict the product of the given reaction. (1) Given the reactants [CH3:1][O:2][C:3](=[O:32])[C@@H:4]([NH:24]C(OC(C)(C)C)=O)[CH2:5][C:6]1[CH:11]=[CH:10][C:9]([NH:12][C:13](=[O:23])[C:14]2[C:19]([Cl:20])=[CH:18][C:17]([OH:21])=[CH:16][C:15]=2[Cl:22])=[CH:8][CH:7]=1, predict the reaction product. The product is: [ClH:20].[CH3:1][O:2][C:3](=[O:32])[C@@H:4]([NH2:24])[CH2:5][C:6]1[CH:7]=[CH:8][C:9]([NH:12][C:13](=[O:23])[C:14]2[C:15]([Cl:22])=[CH:16][C:17]([OH:21])=[CH:18][C:19]=2[Cl:20])=[CH:10][CH:11]=1. (2) Given the reactants [Cl:1][C:2]1[C:7]([N+:8]([O-:10])=[O:9])=[CH:6][N:5]=[C:4]([OH:11])[CH:3]=1.[CH3:12]I, predict the reaction product. The product is: [Cl:1][C:2]1[C:7]([N+:8]([O-:10])=[O:9])=[CH:6][N:5]=[C:4]([O:11][CH3:12])[CH:3]=1. (3) Given the reactants CS[C:3]1[NH:12][C:11](=[O:13])[C:10]2[CH2:9][CH2:8][CH2:7][CH2:6][C:5]=2[N:4]=1.[F:14][C:15]([F:23])([F:22])[CH:16]1[CH2:21][CH2:20][NH:19][CH2:18][CH2:17]1.C(N(CC)CC)C, predict the reaction product. The product is: [F:14][C:15]([F:23])([F:22])[CH:16]1[CH2:21][CH2:20][N:19]([C:3]2[NH:12][C:11](=[O:13])[C:10]3[CH2:9][CH2:8][CH2:7][CH2:6][C:5]=3[N:4]=2)[CH2:18][CH2:17]1. (4) Given the reactants [N:1]([CH2:4][CH2:5][CH2:6][C:7]1[C:15]2[C:10](=[CH:11][CH:12]=[C:13]([F:16])[CH:14]=2)[NH:9][CH:8]=1)=[N+:2]=[N-:3].CC([O-])(C)C.[K+].[Cl:23][C:24]1[N:25]=[C:26]2[N:30]([C:31]=1[S:32](Cl)(=[O:34])=[O:33])[CH:29]=[CH:28][S:27]2, predict the reaction product. The product is: [N:1]([CH2:4][CH2:5][CH2:6][C:7]1[C:15]2[C:10](=[CH:11][CH:12]=[C:13]([F:16])[CH:14]=2)[N:9]([S:32]([C:31]2[N:30]3[C:26]([S:27][CH:28]=[CH:29]3)=[N:25][C:24]=2[Cl:23])(=[O:33])=[O:34])[CH:8]=1)=[N+:2]=[N-:3].